Task: Predict which catalyst facilitates the given reaction.. Dataset: Catalyst prediction with 721,799 reactions and 888 catalyst types from USPTO Reactant: [OH:1][C:2]1[CH:9]=[CH:8][C:5]([CH:6]=[O:7])=[CH:4][C:3]=1[O:10][CH3:11].C(=O)([O-])[O-].[Li+].[Li+].[Cl:18][C:19]1[CH:26]=[C:25](F)[CH:24]=[CH:23][C:20]=1[C:21]#[N:22].O. Product: [Cl:18][C:19]1[CH:26]=[C:25]([O:1][C:2]2[CH:9]=[CH:8][C:5]([CH:6]=[O:7])=[CH:4][C:3]=2[O:10][CH3:11])[CH:24]=[CH:23][C:20]=1[C:21]#[N:22]. The catalyst class is: 16.